From a dataset of Forward reaction prediction with 1.9M reactions from USPTO patents (1976-2016). Predict the product of the given reaction. (1) Given the reactants [NH2:1][C:2]1[CH:11]=[C:10]([Cl:12])[CH:9]=[CH:8][C:3]=1[C:4]([O:6][CH3:7])=[O:5].[I:13]I, predict the reaction product. The product is: [NH2:1][C:2]1[CH:11]=[C:10]([Cl:12])[C:9]([I:13])=[CH:8][C:3]=1[C:4]([O:6][CH3:7])=[O:5]. (2) The product is: [CH:1]([N:4]1[C:8]([CH:9]2[CH2:14][CH2:13][N:12]([CH:15]3[CH2:16][O:17][CH2:18]3)[CH2:11][CH2:10]2)=[CH:7][C:6]([C:19]2[CH:20]=[C:21]3[C:27]([CH3:29])([CH3:28])[CH2:26][NH:25][C:22]3=[N:23][CH:24]=2)=[N:5]1)([CH3:3])[CH3:2]. Given the reactants [CH:1]([N:4]1[C:8]([CH:9]2[CH2:14][CH2:13][N:12]([CH:15]3[CH2:18][O:17][CH2:16]3)[CH2:11][CH2:10]2)=[CH:7][C:6]([C:19]2[CH:20]=[C:21]3[C:27]([CH3:29])([CH3:28])[C:26](=O)[NH:25][C:22]3=[N:23][CH:24]=2)=[N:5]1)([CH3:3])[CH3:2].[H-].[Al+3].[Li+].[H-].[H-].[H-], predict the reaction product. (3) Given the reactants [N:1]1[CH:6]=[CH:5][C:4]([CH2:7][NH:8][C:9]2[CH:28]=[CH:27][CH:26]=[CH:25][C:10]=2[C:11]([NH:13][O:14][CH2:15][C:16]2[CH:24]=[CH:23][C:19]([C:20](O)=[O:21])=[CH:18][CH:17]=2)=[O:12])=[CH:3][CH:2]=1.Cl.[NH:30]1[CH2:35][CH2:34][O:33][CH2:32][CH2:31]1.O, predict the reaction product. The product is: [N:30]1([C:20]([C:19]2[CH:18]=[CH:17][C:16]([CH2:15][O:14][NH:13][C:11](=[O:12])[C:10]3[CH:25]=[CH:26][CH:27]=[CH:28][C:9]=3[NH:8][CH2:7][C:4]3[CH:3]=[CH:2][N:1]=[CH:6][CH:5]=3)=[CH:24][CH:23]=2)=[O:21])[CH2:35][CH2:34][O:33][CH2:32][CH2:31]1. (4) Given the reactants [Br:1][C:2]1[CH:19]=[N:18][C:5]2=[N:6][C:7]([N:11]3[CH2:16][CH2:15][N:14]([CH3:17])[CH2:13][CH2:12]3)=[C:8](Cl)[N:9]=[C:4]2[CH:3]=1.O.[NH2:21][NH2:22], predict the reaction product. The product is: [Br:1][C:2]1[CH:19]=[N:18][C:5]2=[N:6][C:7]([N:11]3[CH2:16][CH2:15][N:14]([CH3:17])[CH2:13][CH2:12]3)=[C:8]([NH:21][NH2:22])[N:9]=[C:4]2[CH:3]=1.